Predict the reactants needed to synthesize the given product. From a dataset of Full USPTO retrosynthesis dataset with 1.9M reactions from patents (1976-2016). (1) The reactants are: [Cl-].[NH4+].[CH3:3][O:4][C:5]1[N:10]=[C:9](/[CH:11]=[CH:12]/[C:13]([O:15][CH2:16][CH3:17])=[O:14])[CH:8]=[CH:7][C:6]=1[N+:18]([O-])=O. Given the product [NH2:18][C:6]1[CH:7]=[CH:8][C:9](/[CH:11]=[CH:12]/[C:13]([O:15][CH2:16][CH3:17])=[O:14])=[N:10][C:5]=1[O:4][CH3:3], predict the reactants needed to synthesize it. (2) Given the product [Br:2][C:3]1[CH:12]=[CH:11][CH:10]=[C:9]2[C:4]=1[CH2:5][CH2:6][N:7]([CH2:36][C@H:37]1[CH2:38][O:39][C:19]([CH3:20])([CH3:21])[O:23]1)[CH2:8]2, predict the reactants needed to synthesize it. The reactants are: Cl.[Br:2][C:3]1[CH:12]=[CH:11][CH:10]=[C:9]2[C:4]=1[CH2:5][CH2:6][NH:7][CH2:8]2.CCN([CH:19]([CH3:21])[CH3:20])C(C)C.[BH-](OC(C)=O)(OC(C)=O)[O:23]C(C)=O.[Na+].[CH2:36]1C[O:39][CH2:38][CH2:37]1.